From a dataset of Forward reaction prediction with 1.9M reactions from USPTO patents (1976-2016). Predict the product of the given reaction. (1) Given the reactants [C:1]([O:4][C:5](=O)[C:6]1[CH:11]=[C:10]([NH2:12])[CH:9]=[CH:8][C:7]=1[Cl:13])(=[O:3])[CH3:2].C(N(CC)CC)C.CC[O:24]CC.[CH3:27][C:28]1S[CH:30]=[CH:31][C:32]=1[C:33](Cl)=[O:34], predict the reaction product. The product is: [C:1]([O:4][CH2:5][C:6]1[CH:11]=[C:10]([NH:12][C:33]([C:32]2[CH:31]=[CH:30][O:24][C:28]=2[CH3:27])=[O:34])[CH:9]=[CH:8][C:7]=1[Cl:13])(=[O:3])[CH3:2]. (2) Given the reactants [Cl:1][C:2]1[CH:7]=[CH:6][CH:5]=[CH:4][C:3]=1[N:8]1[C:16]2[C:15](=[O:17])[N:14]([CH3:18])[C:13](=[O:19])[N:12]([CH3:20])[C:11]=2[N:10]=[CH:9]1.[Cl:21]N1C(=O)CCC1=O, predict the reaction product. The product is: [Cl:21][C:9]1[N:8]([C:3]2[CH:4]=[CH:5][CH:6]=[CH:7][C:2]=2[Cl:1])[C:16]2[C:15](=[O:17])[N:14]([CH3:18])[C:13](=[O:19])[N:12]([CH3:20])[C:11]=2[N:10]=1. (3) Given the reactants Cl.Cl.[F:3][C:4]([F:24])([F:23])[C:5]([C:11]1[CH:16]=[CH:15][C:14]([N:17]2[CH2:22][CH2:21][NH:20][CH2:19][CH2:18]2)=[CH:13][CH:12]=1)([OH:10])[C:6]([F:9])([F:8])[F:7].C(N(CC)CC)C.[Cl:32][C:33]1[C:38]([S:39](Cl)(=[O:41])=[O:40])=[CH:37][CH:36]=[C:35]([Cl:43])[N:34]=1.C(=O)(O)[O-].[Na+], predict the reaction product. The product is: [Cl:32][C:33]1[C:38]([S:39]([N:20]2[CH2:21][CH2:22][N:17]([C:14]3[CH:13]=[CH:12][C:11]([C:5]([OH:10])([C:6]([F:9])([F:8])[F:7])[C:4]([F:3])([F:23])[F:24])=[CH:16][CH:15]=3)[CH2:18][CH2:19]2)(=[O:41])=[O:40])=[CH:37][CH:36]=[C:35]([Cl:43])[N:34]=1. (4) Given the reactants N1CCC[C@H]1C(O)=O.[H-].[Na+].[Cl:11][C:12]1[CH:13]=[C:14]([CH:19]=[C:20](I)[CH:21]=1)[C:15]([O:17][CH3:18])=[O:16].[CH3:23][S:24]([O-:26])=[O:25].[Na+].C([O-])(O)=O.[Na+], predict the reaction product. The product is: [Cl:11][C:12]1[CH:13]=[C:14]([CH:19]=[C:20]([S:24]([CH3:23])(=[O:26])=[O:25])[CH:21]=1)[C:15]([O:17][CH3:18])=[O:16]. (5) Given the reactants CCN(C(C)C)C(C)C.[N:10]1([C:15]([C:17]2[CH:25]=[CH:24][C:20]([C:21]([OH:23])=O)=[CH:19][CH:18]=2)=[O:16])[CH2:14][CH2:13][CH2:12][CH2:11]1.C1C=CC2N(O)N=NC=2C=1.CCN=C=NCCCN(C)C.Cl.[NH2:48][CH2:49][C:50]([N:52]1[CH2:57][CH2:56][CH:55]([O:58][C:59]2[CH:64]=[CH:63][CH:62]=[C:61]([C:65]([F:68])([F:67])[F:66])[CH:60]=2)[CH2:54][CH2:53]1)=[O:51], predict the reaction product. The product is: [O:51]=[C:50]([N:52]1[CH2:53][CH2:54][CH:55]([O:58][C:59]2[CH:64]=[CH:63][CH:62]=[C:61]([C:65]([F:68])([F:66])[F:67])[CH:60]=2)[CH2:56][CH2:57]1)[CH2:49][NH:48][C:21](=[O:23])[C:20]1[CH:19]=[CH:18][C:17]([C:15]([N:10]2[CH2:11][CH2:12][CH2:13][CH2:14]2)=[O:16])=[CH:25][CH:24]=1. (6) Given the reactants Br[C:2]1[O:6][C:5]([CH2:7][N:8]2[C:16]3[C:11](=[C:12]([C:19]([F:22])([F:21])[F:20])[C:13]([C:17]#[N:18])=[CH:14][CH:15]=3)[CH:10]=[C:9]2[CH:23]2[CH2:25][CH2:24]2)=[CH:4][CH:3]=1.[F:26][C:27]1[CH:28]=[C:29](B(O)O)[CH:30]=[C:31]([F:33])[CH:32]=1, predict the reaction product. The product is: [CH:23]1([C:9]2[N:8]([CH2:7][C:5]3[O:6][C:2]([C:29]4[CH:28]=[C:27]([F:26])[CH:32]=[C:31]([F:33])[CH:30]=4)=[CH:3][CH:4]=3)[C:16]3[C:11]([CH:10]=2)=[C:12]([C:19]([F:22])([F:21])[F:20])[C:13]([C:17]#[N:18])=[CH:14][CH:15]=3)[CH2:25][CH2:24]1. (7) The product is: [CH2:21]([O:20][C:18]([N:12]([CH2:13][CH2:14][CH:15]([CH3:17])[CH3:16])[N:11]=[C:5]([C:6]1[S:7][CH:8]=[CH:9][CH:10]=1)[C:4]([OH:28])=[O:3])=[O:19])[C:22]1[CH:27]=[CH:26][CH:25]=[CH:24][CH:23]=1. Given the reactants C([O:3][C:4](=[O:28])[C:5](=[N:11][N:12]([C:18]([O:20][CH2:21][C:22]1[CH:27]=[CH:26][CH:25]=[CH:24][CH:23]=1)=[O:19])[CH2:13][CH2:14][CH:15]([CH3:17])[CH3:16])[C:6]1[S:7][CH:8]=[CH:9][CH:10]=1)C.[OH-].[Li+], predict the reaction product. (8) Given the reactants Cl[C:2]1[N:11]=[CH:10][C:9]([Cl:12])=[CH:8][C:3]=1[C:4]([O:6][CH3:7])=[O:5].[O:13]([CH:20]1[CH2:23][NH:22][CH2:21]1)[C:14]1[CH:19]=[CH:18][CH:17]=[CH:16][CH:15]=1.C(N(CC)CC)C, predict the reaction product. The product is: [Cl:12][C:9]1[CH:10]=[N:11][C:2]([N:22]2[CH2:21][CH:20]([O:13][C:14]3[CH:19]=[CH:18][CH:17]=[CH:16][CH:15]=3)[CH2:23]2)=[C:3]([CH:8]=1)[C:4]([O:6][CH3:7])=[O:5]. (9) Given the reactants C(O)(C(F)(F)F)=O.O.[NH2:9][CH2:10][CH2:11][O:12][C@@H:13]1[C@H:17]2[O:18]C(C)(C)[O:20][C@H:16]2[C@H:15]([N:23]2[C:27]3[N:28]=[C:29]([S:44][CH2:45][CH2:46][CH3:47])[N:30]=[C:31]([NH:32][C@@H:33]4[CH2:35][C@H:34]4[C:36]4[CH:41]=[CH:40][C:39]([F:42])=[C:38]([F:43])[CH:37]=4)[C:26]=3[N:25]=[N:24]2)[CH2:14]1, predict the reaction product. The product is: [NH2:9][CH2:10][CH2:11][O:12][C@H:13]1[CH2:14][C@@H:15]([N:23]2[C:27]3[N:28]=[C:29]([S:44][CH2:45][CH2:46][CH3:47])[N:30]=[C:31]([NH:32][C@@H:33]4[CH2:35][C@H:34]4[C:36]4[CH:41]=[CH:40][C:39]([F:42])=[C:38]([F:43])[CH:37]=4)[C:26]=3[N:25]=[N:24]2)[C@H:16]([OH:20])[C@@H:17]1[OH:18]. (10) Given the reactants Cl[C:2]1[C:13]([C:14]#[N:15])=[CH:12][C:5]([C:6]([O:8][CH:9]2[CH2:11][CH2:10]2)=[O:7])=[C:4]([CH3:16])[N:3]=1.Cl.[CH2:18]([S:25]([NH:28][C:29]([CH:31]1[CH2:36][CH2:35][NH:34][CH2:33][CH2:32]1)=[O:30])(=[O:27])=[O:26])[C:19]1[CH:24]=[CH:23][CH:22]=[CH:21][CH:20]=1.CCN(C(C)C)C(C)C.CCOC(C)=O, predict the reaction product. The product is: [CH2:18]([S:25]([NH:28][C:29]([CH:31]1[CH2:36][CH2:35][N:34]([C:2]2[C:13]([C:14]#[N:15])=[CH:12][C:5]([C:6]([O:8][CH:9]3[CH2:11][CH2:10]3)=[O:7])=[C:4]([CH3:16])[N:3]=2)[CH2:33][CH2:32]1)=[O:30])(=[O:26])=[O:27])[C:19]1[CH:20]=[CH:21][CH:22]=[CH:23][CH:24]=1.